From a dataset of Reaction yield outcomes from USPTO patents with 853,638 reactions. Predict the reaction yield, written as a fraction of the theoretical maximum amount of product (1.0 means a 100% yield; for example, 0.34 means a 34% yield). The reactants are [CH3:1][CH2:2][CH:3]([OH:6])[CH2:4][CH3:5].F[C:8]1[CH:13]=[CH:12][CH:11]=[CH:10][C:9]=1[N+:14]([O-:16])=[O:15].[CH3:17][CH2:18][CH:19]([O:22][C:23]1[CH:29]=[CH:28][CH:27]=[CH:26][C:24]=1[NH2:25])[CH2:20][CH3:21].[NH2:30][C:31]1[S:32][CH:33]=[CH:34][N:35]=1. No catalyst specified. The product is [CH3:1][CH2:2][CH:3]([O:6][C:8]1[CH:13]=[CH:12][CH:11]=[CH:10][C:9]=1[N+:14]([O-:16])=[O:15])[CH2:4][CH3:5].[CH3:17][CH2:18][CH:19]([O:22][C:23]1[CH:29]=[CH:28][CH:27]=[CH:26][C:24]=1[NH:25][C:3]([NH:30][C:31]1[S:32][CH:33]=[CH:34][N:35]=1)=[O:6])[CH2:20][CH3:21]. The yield is 0.700.